The task is: Regression. Given two drug SMILES strings and cell line genomic features, predict the synergy score measuring deviation from expected non-interaction effect.. This data is from NCI-60 drug combinations with 297,098 pairs across 59 cell lines. (1) Drug 1: CC1=C2C(C(=O)C3(C(CC4C(C3C(C(C2(C)C)(CC1OC(=O)C(C(C5=CC=CC=C5)NC(=O)C6=CC=CC=C6)O)O)OC(=O)C7=CC=CC=C7)(CO4)OC(=O)C)O)C)OC(=O)C. Drug 2: CS(=O)(=O)OCCCCOS(=O)(=O)C. Cell line: SNB-19. Synergy scores: CSS=34.9, Synergy_ZIP=-6.70, Synergy_Bliss=-5.45, Synergy_Loewe=-5.31, Synergy_HSA=-4.37. (2) Drug 1: CC1C(C(=O)NC(C(=O)N2CCCC2C(=O)N(CC(=O)N(C(C(=O)O1)C(C)C)C)C)C(C)C)NC(=O)C3=C4C(=C(C=C3)C)OC5=C(C(=O)C(=C(C5=N4)C(=O)NC6C(OC(=O)C(N(C(=O)CN(C(=O)C7CCCN7C(=O)C(NC6=O)C(C)C)C)C)C(C)C)C)N)C. Drug 2: CC1C(C(CC(O1)OC2CC(CC3=C2C(=C4C(=C3O)C(=O)C5=C(C4=O)C(=CC=C5)OC)O)(C(=O)CO)O)N)O.Cl. Cell line: MDA-MB-435. Synergy scores: CSS=42.6, Synergy_ZIP=5.12, Synergy_Bliss=8.87, Synergy_Loewe=5.49, Synergy_HSA=8.51.